From a dataset of Forward reaction prediction with 1.9M reactions from USPTO patents (1976-2016). Predict the product of the given reaction. (1) Given the reactants [CH3:1][C:2]1[CH:7]=[C:6](/[CH:8]=[CH:9]/[C:10]([O:12][C:13]([CH3:16])([CH3:15])[CH3:14])=[O:11])[CH:5]=[CH:4][N:3]=1, predict the reaction product. The product is: [CH3:1][C:2]1[CH:7]=[C:6]([CH2:8][CH2:9][C:10]([O:12][C:13]([CH3:16])([CH3:15])[CH3:14])=[O:11])[CH:5]=[CH:4][N:3]=1. (2) The product is: [CH3:8][CH:6]([CH2:5][CH2:4][CH2:3][C@H:2]([C@@H:9]1[C@:13]2([CH3:28])[C@H:12]([C@H:17]3[C@H:16]([CH2:15][CH2:14]2)[C@:25]2([CH3:26])[C:20]([CH2:21][C@H:22]([CH2:23][CH2:24]2)[OH:27])=[CH:19][CH2:18]3)[CH2:11][CH2:10]1)[CH3:1])[CH3:7]. Given the reactants [CH3:1][C@@H:2]([C@@H:9]1[C@@:13]2([CH3:28])[CH2:14][CH2:15][CH2:16]/[C:17](=[CH:18]\[CH:19]=[C:20]3\[CH2:21][C@@H:22]([OH:27])[CH2:23][CH2:24][C:25]\3=[CH2:26])/[C@@H:12]2[CH2:11][CH2:10]1)[CH2:3][CH2:4][CH2:5][CH:6]([CH3:8])[CH3:7].C(Cl)(Cl)Cl.CCOCC.CC(C)=O, predict the reaction product. (3) Given the reactants [CH3:1][C:2]1[S:3][C:4]([C:8]([OH:10])=[O:9])=[C:5]([CH3:7])[N:6]=1.[Li+].CC([N-]C(C)C)C.[CH2:19]([C:23]1[C:27]([CH2:28]Cl)=[C:26]([CH3:30])[O:25][N:24]=1)[CH2:20][CH2:21][CH3:22], predict the reaction product. The product is: [CH2:19]([C:23]1[C:27]([CH2:28][CH2:1][C:2]2[S:3][C:4]([C:8]([OH:10])=[O:9])=[C:5]([CH3:7])[N:6]=2)=[C:26]([CH3:30])[O:25][N:24]=1)[CH2:20][CH2:21][CH3:22]. (4) The product is: [Cl:25][CH2:19][C:10]1[C:9]([CH2:21][CH3:22])=[N:8][C:7]2[N:3]([CH2:1][CH3:2])[N:4]=[CH:5][C:6]=2[C:11]=1[NH:12][CH:13]1[CH2:18][CH2:17][O:16][CH2:15][CH2:14]1. Given the reactants [CH2:1]([N:3]1[C:7]2=[N:8][C:9]([CH2:21][CH3:22])=[C:10]([CH2:19]O)[C:11]([NH:12][CH:13]3[CH2:18][CH2:17][O:16][CH2:15][CH2:14]3)=[C:6]2[CH:5]=[N:4]1)[CH3:2].S(Cl)([Cl:25])=O, predict the reaction product. (5) The product is: [NH2:1][C:2]1[N:7]=[CH:6][N:5]=[C:4]2[N:8]([CH2:12][CH2:13][OH:14])[N:9]=[C:10]([C:21]3[CH:20]=[CH:19][C:18]([NH:32][C:33]([C:35]4[N:36]([CH3:44])[C:37]5[C:42]([CH:43]=4)=[CH:41][CH:40]=[CH:39][CH:38]=5)=[O:34])=[C:17]([O:16][CH3:15])[CH:22]=3)[C:3]=12. Given the reactants [NH2:1][C:2]1[N:7]=[CH:6][N:5]=[C:4]2[N:8]([CH2:12][CH2:13][OH:14])[N:9]=[C:10](I)[C:3]=12.[CH3:15][O:16][C:17]1[CH:22]=[C:21](B2OC(C)(C)C(C)(C)O2)[CH:20]=[CH:19][C:18]=1[NH:32][C:33]([C:35]1[N:36]([CH3:44])[C:37]2[C:42]([CH:43]=1)=[CH:41][CH:40]=[CH:39][CH:38]=2)=[O:34].C(=O)([O-])[O-].[Na+].[Na+], predict the reaction product. (6) Given the reactants Cl[C:2]1[N:7]=[CH:6][N:5]=[C:4]([NH:8][C:9]2[CH:14]=[CH:13][C:12]([O:15][C:16]([F:19])([F:18])[F:17])=[CH:11][CH:10]=2)[CH:3]=1.[CH3:20][N:21]1[C:25]([CH3:26])=[C:24](B2OC(C)(C)C(C)(C)O2)[C:23]([CH3:36])=[N:22]1.C(=O)([O-])[O-].[Na+].[Na+].C(O)(C(F)(F)F)=O, predict the reaction product. The product is: [F:17][C:16]([F:19])([F:18])[O:15][C:12]1[CH:13]=[CH:14][C:9]([NH:8][C:4]2[CH:3]=[C:2]([C:24]3[C:23]([CH3:36])=[N:22][N:21]([CH3:20])[C:25]=3[CH3:26])[N:7]=[CH:6][N:5]=2)=[CH:10][CH:11]=1. (7) Given the reactants [CH3:1][O:2][C:3]([C:5]1[C:10]([NH2:11])=[N:9][CH:8]=[C:7]([O:12][CH3:13])[N:6]=1)=[O:4].Br[C:15]1[CH:16]=[N:17][CH:18]=[N:19][CH:20]=1.C(=O)([O-])[O-].[Cs+].[Cs+].CC1(C)C2C(=C(P(C3C=CC=CC=3)C3C=CC=CC=3)C=CC=2)OC2C(P(C3C=CC=CC=3)C3C=CC=CC=3)=CC=CC1=2, predict the reaction product. The product is: [CH3:1][O:2][C:3]([C:5]1[C:10]([NH:11][C:15]2[CH:16]=[N:17][CH:18]=[N:19][CH:20]=2)=[N:9][CH:8]=[C:7]([O:12][CH3:13])[N:6]=1)=[O:4].